The task is: Regression/Classification. Given a drug SMILES string, predict its absorption, distribution, metabolism, or excretion properties. Task type varies by dataset: regression for continuous measurements (e.g., permeability, clearance, half-life) or binary classification for categorical outcomes (e.g., BBB penetration, CYP inhibition). Dataset: bbb_martins.. This data is from Blood-brain barrier penetration binary classification data from Martins et al.. (1) The compound is OCCCOc1cccc(CN2CCCCC2)c1. The result is 1 (penetrates BBB). (2) The compound is CS(=O)(=O)c1ccc([C@@H](O)[C@@H](CF)NC(=O)C(Cl)Cl)cc1. The result is 1 (penetrates BBB).